From a dataset of Peptide-MHC class I binding affinity with 185,985 pairs from IEDB/IMGT. Regression. Given a peptide amino acid sequence and an MHC pseudo amino acid sequence, predict their binding affinity value. This is MHC class I binding data. (1) The peptide sequence is FIISTLNKI. The MHC is HLA-A68:02 with pseudo-sequence HLA-A68:02. The binding affinity (normalized) is 0.324. (2) The peptide sequence is HPVGEADYF. The MHC is HLA-B08:01 with pseudo-sequence HLA-B08:01. The binding affinity (normalized) is 0.